Dataset: Forward reaction prediction with 1.9M reactions from USPTO patents (1976-2016). Task: Predict the product of the given reaction. (1) Given the reactants C1(P(C2CCCCC2)C2C=CC=CC=2C2C=CC=CC=2N(C)C)CCCCC1.[F:29][C:30]([F:58])([F:57])[O:31][C:32]1[CH:37]=[CH:36][C:35](Br)=[CH:34][C:33]=1[NH:39][C:40]1[N:49]=[CH:48][C:47]2[CH2:46][CH2:45][C:44]3[C:50]([C:54]([NH2:56])=[O:55])=[N:51][N:52]([CH3:53])[C:43]=3[C:42]=2[N:41]=1.[Li]N([Si](C)(C)C)[Si](C)(C)C.[CH2:69]([N:71]1[CH2:76][CH2:75][NH:74][CH2:73][CH2:72]1)[CH3:70], predict the reaction product. The product is: [CH2:69]([N:71]1[CH2:76][CH2:75][N:74]([C:35]2[CH:36]=[CH:37][C:32]([O:31][C:30]([F:58])([F:57])[F:29])=[C:33]([NH:39][C:40]3[N:49]=[CH:48][C:47]4[CH2:46][CH2:45][C:44]5[C:50]([C:54]([NH2:56])=[O:55])=[N:51][N:52]([CH3:53])[C:43]=5[C:42]=4[N:41]=3)[CH:34]=2)[CH2:73][CH2:72]1)[CH3:70]. (2) Given the reactants [NH2:1][CH2:2][CH2:3][N:4]1[C:27](=[O:28])[N:7]2[CH:8]([C:21]3[CH:26]=[CH:25][CH:24]=[CH:23][CH:22]=3)[C:9]3[NH:10][C:11]4[C:16]([C:17]=3[CH2:18][C:6]2([CH3:29])[C:5]1=[O:30])=[CH:15][C:14]([O:19][CH3:20])=[CH:13][CH:12]=4.[CH3:31]N.N, predict the reaction product. The product is: [CH3:20][O:19][C:14]1[CH:15]=[C:16]2[C:11](=[CH:12][CH:13]=1)[NH:10][C:9]1[CH:8]([C:21]3[CH:22]=[CH:23][CH:24]=[CH:25][CH:26]=3)[N:7]3[C:27](=[O:28])[N:4]([CH2:3][CH2:2][NH:1][CH3:31])[C:5](=[O:30])[C:6]3([CH3:29])[CH2:18][C:17]2=1. (3) Given the reactants [CH2:1]([O:8][C:9]1[CH:14]=[CH:13][C:12]([OH:15])=[CH:11][C:10]=1[C@@H:16]([C:26]1[CH:31]=[CH:30][CH:29]=[CH:28][CH:27]=1)[CH2:17][CH2:18][N:19]([CH:23]([CH3:25])[CH3:24])[CH:20]([CH3:22])[CH3:21])[C:2]1[CH:7]=[CH:6][CH:5]=[CH:4][CH:3]=1.[C:32](=[O:35])([O-:34])[O-].[Cs+].[Cs+].[C:38]([O:42][C:43](=[O:53])[NH:44][CH2:45][CH2:46][CH2:47][CH2:48][CH2:49][CH2:50][CH2:51]Br)([CH3:41])([CH3:40])[CH3:39].O, predict the reaction product. The product is: [NH3:19].[C:2]([O:34][C:32]([N:44]([CH2:45][CH2:46][CH2:47][CH2:48][CH2:49][CH2:50][CH2:51][O:15][C:12]1[CH:13]=[CH:14][C:9]([O:8][CH2:1][C:2]2[CH:3]=[CH:4][CH:5]=[CH:6][CH:7]=2)=[C:10]([C@@H:16]([C:26]2[CH:27]=[CH:28][CH:29]=[CH:30][CH:31]=2)[CH2:17][CH2:18][N:19]([CH:20]([CH3:22])[CH3:21])[CH:23]([CH3:24])[CH3:25])[CH:11]=1)[C:43]([O:42][C:38]([CH3:41])([CH3:40])[CH3:39])=[O:53])=[O:35])([CH3:7])([CH3:3])[CH3:1]. (4) Given the reactants [CH3:1][O:2][C:3]1[CH:4]=[C:5]([NH2:22])[C:6]([NH:9][CH2:10][C:11]2[CH:21]=[CH:20][C:14]3[N:15]=[C:16]([S:18][CH3:19])[O:17][C:13]=3[CH:12]=2)=[CH:7][CH:8]=1.[CH2:23](OC(OCC)OCC)C, predict the reaction product. The product is: [CH3:1][O:2][C:3]1[CH:8]=[CH:7][C:6]2[N:9]([CH2:10][C:11]3[CH:21]=[CH:20][C:14]4[N:15]=[C:16]([S:18][CH3:19])[O:17][C:13]=4[CH:12]=3)[CH:23]=[N:22][C:5]=2[CH:4]=1.